This data is from Full USPTO retrosynthesis dataset with 1.9M reactions from patents (1976-2016). The task is: Predict the reactants needed to synthesize the given product. (1) Given the product [ClH:56].[CH3:54][O:53][C:51](=[O:52])[NH:50][C@@H:41]1[CH:40]2[C:39](=[O:55])[CH2:38][C@H:37]([C:35]3[NH:36][C:32]([C:29]4[CH:28]=[CH:27][C:26]([C:23]5[CH:24]=[CH:25][C:20]([C:17]6[NH:16][C:15]([C@@H:5]7[CH2:4][C@H:3]([C:1]#[N:2])[CH2:7][NH:6]7)=[N:19][CH:18]=6)=[CH:21][CH:22]=5)=[CH:31][CH:30]=4)=[CH:33][N:34]=3)[CH2:49][N:47]3[C:48]2=[C:44]([CH:45]=[CH:46]3)[CH2:43][CH2:42]1, predict the reactants needed to synthesize it. The reactants are: [C:1]([C@@H:3]1[CH2:7][N:6](C(OC(C)(C)C)=O)[C@H:5]([C:15]2[NH:16][C:17]([C:20]3[CH:25]=[CH:24][C:23]([C:26]4[CH:31]=[CH:30][C:29]([C:32]5[NH:36][C:35]([C@@H:37]6[CH2:49][N:47]7[C:48]8[CH:40]([C@@H:41]([NH:50][C:51]([O:53][CH3:54])=[O:52])[CH2:42][CH2:43][C:44]=8[CH:45]=[CH:46]7)[C:39](=[O:55])[CH2:38]6)=[N:34][CH:33]=5)=[CH:28][CH:27]=4)=[CH:22][CH:21]=3)=[CH:18][N:19]=2)[CH2:4]1)#[N:2].[ClH:56]. (2) Given the product [CH2:7]([O:11][C:12](=[O:16])[C:13]([C:14]#[N:15])=[CH:20][CH:19]=[CH2:17])[CH2:8][CH2:9][CH3:10], predict the reactants needed to synthesize it. The reactants are: O1CCOCC1.[CH2:7]([O:11][C:12](=[O:16])[CH2:13][C:14]#[N:15])[CH2:8][CH2:9][CH3:10].[CH:17]([CH:19]=[CH2:20])=O. (3) Given the product [F:1][C:2]1[CH:25]=[CH:24][C:5]([CH2:6][N:7]2[CH2:16][CH2:15][C:14]3[C:9](=[C:10]([OH:22])[C:11](=[O:28])[NH:12][C:13]=3[C:17]([O:19][CH3:20])=[O:18])[C:8]2=[O:23])=[CH:4][CH:3]=1, predict the reactants needed to synthesize it. The reactants are: [F:1][C:2]1[CH:25]=[CH:24][C:5]([CH2:6][N:7]2[CH2:16][CH2:15][C:14]3[C:9](=[C:10]([OH:22])[CH:11]=[N+:12]([O-])[C:13]=3[C:17]([O:19][CH3:20])=[O:18])[C:8]2=[O:23])=[CH:4][CH:3]=1.C(OC(=O)C)(=[O:28])C.C[O-].[Na+]. (4) Given the product [C:16]([O:20][C:21]([N:23]1[CH2:24][CH2:25][CH:26]([O:29][CH:30]([C:32]2[O:12][N:11]=[C:10]([C:7]3[CH:8]=[CH:9][C:4]([C:3]([O:2][CH3:1])=[O:15])=[C:5]([F:14])[CH:6]=3)[N:13]=2)[CH3:31])[CH2:27][CH2:28]1)=[O:22])([CH3:19])([CH3:18])[CH3:17], predict the reactants needed to synthesize it. The reactants are: [CH3:1][O:2][C:3](=[O:15])[C:4]1[CH:9]=[CH:8][C:7]([C:10](=[NH:13])[NH:11][OH:12])=[CH:6][C:5]=1[F:14].[C:16]([O:20][C:21]([N:23]1[CH2:28][CH2:27][CH:26]([O:29][CH:30]([C:32](O)=O)[CH3:31])[CH2:25][CH2:24]1)=[O:22])([CH3:19])([CH3:18])[CH3:17]. (5) Given the product [OH:11][C:10]1[CH:9]=[CH:8][C:5]([C:6]#[N:7])=[CH:4][C:3]=1/[CH:1]=[C:20]1/[C:21](=[O:23])[N:22]=[C:18]([N:12]2[CH2:17][CH2:16][CH2:15][CH2:14][CH2:13]2)[S:19]/1, predict the reactants needed to synthesize it. The reactants are: [CH:1]([C:3]1[CH:4]=[C:5]([CH:8]=[CH:9][C:10]=1[OH:11])[C:6]#[N:7])=O.[N:12]1([C:18]2[S:19][CH2:20][C:21](=[O:23])[N:22]=2)[CH2:17][CH2:16][CH2:15][CH2:14][CH2:13]1.C([O-])(=O)C.[NH4+]. (6) Given the product [CH3:33][S:30]([C:26]1[CH:25]=[C:24]([CH:29]=[CH:28][CH:27]=1)[O:23][C:22]1[CH:34]=[CH:35][C:19]([C:15]2[N:6]3[CH:7]=[CH:8][CH:9]=[C:10]([C:11]([F:13])([F:14])[F:12])[C:5]3=[N:4][C:3]=2[C:2]([F:1])([F:16])[F:17])=[CH:20][CH:21]=1)(=[O:31])=[O:32], predict the reactants needed to synthesize it. The reactants are: [F:1][C:2]([F:17])([F:16])[C:3]1[N:4]=[C:5]2[C:10]([C:11]([F:14])([F:13])[F:12])=[CH:9][CH:8]=[CH:7][N:6]2[CH:15]=1.Br[C:19]1[CH:35]=[CH:34][C:22]([O:23][C:24]2[CH:29]=[CH:28][CH:27]=[C:26]([S:30]([CH3:33])(=[O:32])=[O:31])[CH:25]=2)=[CH:21][CH:20]=1. (7) Given the product [CH2:1]([C@H:8]([NH:19][C:20](=[O:43])[O:21][NH:22][C:23](=[O:42])[C@@H:24]([NH:29][C:30]([C:32]1[CH:41]=[CH:40][C:39]2[C:34](=[CH:35][CH:36]=[CH:37][CH:38]=2)[N:33]=1)=[O:31])[CH2:25][C:26]([NH2:28])=[O:27])[C@H:9]([OH:18])[CH2:10][N:11]([O:12][CH:13]1[CH2:14][CH2:15][CH2:16][CH2:17]1)[S:45]([C:48]1[CH:61]=[CH:60][C:51]2[NH:52][C:53]([NH:55][C:56]([O:57][CH3:58])=[O:59])=[N:54][C:50]=2[CH:49]=1)(=[O:47])=[O:46])[C:2]1[CH:7]=[CH:6][CH:5]=[CH:4][CH:3]=1, predict the reactants needed to synthesize it. The reactants are: [CH2:1]([C@H:8]([NH:19][C:20](=[O:43])[O:21][NH:22][C:23](=[O:42])[C@@H:24]([NH:29][C:30]([C:32]1[CH:41]=[CH:40][C:39]2[C:34](=[CH:35][CH:36]=[CH:37][CH:38]=2)[N:33]=1)=[O:31])[CH2:25][C:26]([NH2:28])=[O:27])[C@H:9]([OH:18])[CH2:10][NH:11][O:12][CH:13]1[CH2:17][CH2:16][CH2:15][CH2:14]1)[C:2]1[CH:7]=[CH:6][CH:5]=[CH:4][CH:3]=1.Cl[S:45]([C:48]1[CH:61]=[CH:60][C:51]2[NH:52][C:53]([NH:55][C:56](=[O:59])[O:57][CH3:58])=[N:54][C:50]=2[CH:49]=1)(=[O:47])=[O:46].C(N(C(C)C)CC)(C)C. (8) Given the product [F:8][C:6]1[CH:7]=[C:2]([B:17]2[O:21][C:20]([CH3:23])([CH3:22])[C:19]([CH3:25])([CH3:24])[O:18]2)[CH:3]=[C:4]([F:11])[C:5]=1[CH2:9][OH:10], predict the reactants needed to synthesize it. The reactants are: Br[C:2]1[CH:7]=[C:6]([F:8])[C:5]([CH2:9][OH:10])=[C:4]([F:11])[CH:3]=1.C([O-])(=O)C.[K+].[B:17]1([B:17]2[O:21][C:20]([CH3:23])([CH3:22])[C:19]([CH3:25])([CH3:24])[O:18]2)[O:21][C:20]([CH3:23])([CH3:22])[C:19]([CH3:25])([CH3:24])[O:18]1.